Dataset: Full USPTO retrosynthesis dataset with 1.9M reactions from patents (1976-2016). Task: Predict the reactants needed to synthesize the given product. (1) Given the product [CH3:27][C:28]1([CH3:40])[O:32][C@H:31]([CH2:33][N:34]2[CH:38]=[CH:37][C:36]([NH:39][C:14](=[O:15])[C@@H:13]([N:11]3[CH2:12][C:8]([O:7][C:6]4[C:22]([F:25])=[CH:23][CH:24]=[C:4]([O:3][CH2:1][CH3:2])[C:5]=4[F:26])=[CH:9][C:10]3=[O:21])[CH2:17][CH:18]([CH3:19])[CH3:20])=[N:35]2)[CH2:30][O:29]1, predict the reactants needed to synthesize it. The reactants are: [CH2:1]([O:3][C:4]1[C:5]([F:26])=[C:6]([C:22]([F:25])=[CH:23][CH:24]=1)[O:7][C:8]1[CH2:12][N:11]([C@@H:13]([CH2:17][CH:18]([CH3:20])[CH3:19])[C:14](O)=[O:15])[C:10](=[O:21])[CH:9]=1)[CH3:2].[CH3:27][C:28]1([CH3:40])[O:32][C@H:31]([CH2:33][N:34]2[CH:38]=[CH:37][C:36]([NH2:39])=[N:35]2)[CH2:30][O:29]1.F[P-](F)(F)(F)(F)F.N1(O[P+](N(C)C)(N(C)C)N(C)C)C2C=CC=CC=2N=N1.C(N(CC)C(C)C)(C)C. (2) Given the product [F:1][C:2]1[CH:3]=[CH:4][C:5]([O:8][CH3:9])=[CH:6][N:7]=1, predict the reactants needed to synthesize it. The reactants are: [F:1][C:2]1[N:7]=[CH:6][C:5]([OH:8])=[CH:4][CH:3]=1.[CH3:9]N(C=O)C.C(=O)([O-])[O-].[K+].[K+].IC. (3) The reactants are: [NH2:1][N:2]1[C:6]([CH3:7])=[CH:5][CH:4]=[C:3]1[C:8]#[N:9].CS(C)=[O:12].[OH-].[Na+].OO. Given the product [NH2:1][N:2]1[C:6]([CH3:7])=[CH:5][CH:4]=[C:3]1[C:8]([NH2:9])=[O:12], predict the reactants needed to synthesize it. (4) Given the product [C:11]([Cl:10])(=[O:13])[O:6][CH2:5][CH:4]([CH2:7][C:8]#[CH:9])[CH2:1][C:2]#[CH:3], predict the reactants needed to synthesize it. The reactants are: [CH2:1]([CH:4]([CH2:7][C:8]#[CH:9])[CH2:5][OH:6])[C:2]#[CH:3].[Cl:10][C:11](Cl)([O:13]C(=O)OC(Cl)(Cl)Cl)Cl.N1C=CC=CC=1.